From a dataset of Forward reaction prediction with 1.9M reactions from USPTO patents (1976-2016). Predict the product of the given reaction. (1) Given the reactants [CH2:1]([O:8][C:9]1[C:17]2[N:16]=[C:15]([C:18]([F:21])([F:20])[F:19])[N:14]([CH3:22])[C:13]=2[CH:12]=[C:11](Br)[CH:10]=1)[C:2]1[CH:7]=[CH:6][CH:5]=[CH:4][CH:3]=1.C1(P(C2C=CC=CC=2)C2C=CC=CC=2)C=CC=CC=1.[CH3:43][NH:44][CH3:45].[C:46](=[O:48])=O, predict the reaction product. The product is: [CH3:43][N:44]([CH3:45])[C:46]([C:11]1[CH:10]=[C:9]([O:8][CH2:1][C:2]2[CH:7]=[CH:6][CH:5]=[CH:4][CH:3]=2)[C:17]2[N:16]=[C:15]([C:18]([F:21])([F:20])[F:19])[N:14]([CH3:22])[C:13]=2[CH:12]=1)=[O:48]. (2) Given the reactants [Br:1][C:2]1[CH:7]=[CH:6][C:5]([S:8]([NH:11][CH2:12][CH:13]2[CH2:17][CH2:16][CH2:15][O:14]2)(=[O:10])=[O:9])=[CH:4][CH:3]=1.[H-].[Na+].[CH3:20]I, predict the reaction product. The product is: [Br:1][C:2]1[CH:3]=[CH:4][C:5]([S:8]([N:11]([CH3:20])[CH2:12][CH:13]2[CH2:17][CH2:16][CH2:15][O:14]2)(=[O:10])=[O:9])=[CH:6][CH:7]=1. (3) Given the reactants CS(O)(=O)=O.[NH2:6][CH2:7][C:8]1[CH:9]=[C:10]2[C:14](=[CH:15][CH:16]=1)[C:13](=[O:17])[N:12]([CH:18]1[CH2:23][CH2:22][C:21](=[O:24])[NH:20][C:19]1=[O:25])[CH2:11]2.[F:26][C:27]([F:42])([C:31]1[CH:36]=[CH:35][C:34]([S:37][C:38]([F:41])([F:40])[F:39])=[CH:33][CH:32]=1)[C:28](O)=[O:29].C(N(CC)C(C)C)(C)C.F[P-](F)(F)(F)(F)F.CN(C(N(C)C)=[N+]1C2C(=NC=CC=2)[N+]([O-])=N1)C, predict the reaction product. The product is: [O:25]=[C:19]1[CH:18]([N:12]2[CH2:11][C:10]3[C:14](=[CH:15][CH:16]=[C:8]([CH2:7][NH:6][C:28](=[O:29])[C:27]([F:42])([F:26])[C:31]4[CH:32]=[CH:33][C:34]([S:37][C:38]([F:39])([F:40])[F:41])=[CH:35][CH:36]=4)[CH:9]=3)[C:13]2=[O:17])[CH2:23][CH2:22][C:21](=[O:24])[NH:20]1. (4) Given the reactants Br[C:2]1[S:3][C:4]([Cl:7])=[CH:5][CH:6]=1.[C:8]([C:11]1[CH:16]=[CH:15][C:14](OB(O)O)=[CH:13][CH:12]=1)([OH:10])=[O:9].OS([O-])(=O)=O.[K+], predict the reaction product. The product is: [Cl:7][C:4]1[S:3][C:2]([C:14]2[CH:15]=[CH:16][C:11]([C:8]([OH:10])=[O:9])=[CH:12][CH:13]=2)=[CH:6][CH:5]=1. (5) Given the reactants Cl.CN(C)CCCN=C=NCC.[NH2:13][C:14]1[CH:23]=[CH:22][C:17]([C:18]([O:20][CH3:21])=[O:19])=[C:16]([F:24])[CH:15]=1.[N:25]1[CH:30]=[CH:29][CH:28]=[CH:27][C:26]=1[C:31](O)=[O:32], predict the reaction product. The product is: [F:24][C:16]1[CH:15]=[C:14]([NH:13][C:31]([C:26]2[CH:27]=[CH:28][CH:29]=[CH:30][N:25]=2)=[O:32])[CH:23]=[CH:22][C:17]=1[C:18]([O:20][CH3:21])=[O:19].